Dataset: Full USPTO retrosynthesis dataset with 1.9M reactions from patents (1976-2016). Task: Predict the reactants needed to synthesize the given product. Given the product [C:1]([OH:4])(=[O:3])[CH3:2].[CH2:5]([O:7][C:8]1[CH:13]=[CH:12][C:11]([C@H:14]([NH:27][C:28]2[CH:29]=[CH:30][C:31]([C:32]([NH2:34])=[NH:33])=[CH:35][CH:36]=2)[C:15]2[NH:19][C:18](=[O:20])[N:17]([C:21]3[N:22]=[CH:23][CH:24]=[CH:25][N:26]=3)[N:16]=2)=[CH:10][C:9]=1[O:37][CH3:38])[CH3:6], predict the reactants needed to synthesize it. The reactants are: [C:1]([OH:4])(=[O:3])[CH3:2].[CH2:5]([O:7][C:8]1[CH:13]=[CH:12][C:11]([CH:14]([NH:27][C:28]2[CH:36]=[CH:35][C:31]([C:32]([NH2:34])=[NH:33])=[CH:30][CH:29]=2)[C:15]2[NH:19][C:18](=[O:20])[N:17]([C:21]3[N:26]=[CH:25][CH:24]=[CH:23][N:22]=3)[N:16]=2)=[CH:10][C:9]=1[O:37][CH3:38])[CH3:6].